Dataset: Forward reaction prediction with 1.9M reactions from USPTO patents (1976-2016). Task: Predict the product of the given reaction. (1) Given the reactants [CH3:1][S:2]([C:5]1[CH:10]=[CH:9][C:8]([C:11]2[CH2:16][CH2:15][CH:14]([O:17][CH2:18][CH:19]3[CH2:24][CH2:23][N:22](C(OC(C)(C)C)=O)[CH2:21][CH2:20]3)[CH2:13][CH:12]=2)=[CH:7][CH:6]=1)(=[O:4])=[O:3].O1CCOCC1.[ClH:38], predict the reaction product. The product is: [ClH:38].[CH3:1][S:2]([C:5]1[CH:10]=[CH:9][C:8]([C:11]2[CH2:16][CH2:15][CH:14]([O:17][CH2:18][CH:19]3[CH2:20][CH2:21][NH:22][CH2:23][CH2:24]3)[CH2:13][CH:12]=2)=[CH:7][CH:6]=1)(=[O:4])=[O:3]. (2) Given the reactants [CH:1]1([C:5]2[CH:14]=[CH:13][C:8]([C:9]([O:11][CH3:12])=[O:10])=[CH:7][C:6]=2[N+:15]([O-])=O)[CH2:4][CH2:3][CH2:2]1, predict the reaction product. The product is: [NH2:15][C:6]1[CH:7]=[C:8]([CH:13]=[CH:14][C:5]=1[CH:1]1[CH2:4][CH2:3][CH2:2]1)[C:9]([O:11][CH3:12])=[O:10]. (3) Given the reactants [CH3:1][N:2]([CH2:4][C:5]1[CH:10]=[CH:9][C:8]([N:11]2[C:20]3[C:15](=[CH:16][C:17]([F:27])=[C:18](F)[C:19]=3[O:21][C:22]([F:25])([F:24])[F:23])[C:14](=[O:28])[C:13]([C:29]([O:31]CC)=[O:30])=[CH:12]2)=[CH:7][CH:6]=1)[CH3:3].[N:34]1[CH:39]=[CH:38][CH:37]=[CH:36][C:35]=1[N:40]1[CH2:45][CH2:44][NH:43][CH2:42][CH2:41]1, predict the reaction product. The product is: [CH3:3][N:2]([CH2:4][C:5]1[CH:10]=[CH:9][C:8]([N:11]2[C:20]3[C:15](=[CH:16][C:17]([F:27])=[C:18]([N:43]4[CH2:44][CH2:45][N:40]([C:35]5[CH:36]=[CH:37][CH:38]=[CH:39][N:34]=5)[CH2:41][CH2:42]4)[C:19]=3[O:21][C:22]([F:25])([F:24])[F:23])[C:14](=[O:28])[C:13]([C:29]([OH:31])=[O:30])=[CH:12]2)=[CH:7][CH:6]=1)[CH3:1]. (4) Given the reactants [Cl:1][C:2]1[N:7]=[C:6]([C:8]2[CH:9]=[C:10]([CH:13]=[CH:14][CH:15]=2)[CH:11]=O)[CH:5]=[CH:4][N:3]=1.[C:16]([O:20][C:21]([N:23]1[CH2:28][CH2:27][NH:26][CH2:25][CH:24]1[CH2:29][C:30]1[C:38]2[C:33](=[CH:34][CH:35]=[CH:36][CH:37]=2)[NH:32][CH:31]=1)=[O:22])([CH3:19])([CH3:18])[CH3:17], predict the reaction product. The product is: [C:16]([O:20][C:21]([N:23]1[CH2:28][CH2:27][N:26]([CH2:11][C:10]2[CH:13]=[CH:14][CH:15]=[C:8]([C:6]3[CH:5]=[CH:4][N:3]=[C:2]([Cl:1])[N:7]=3)[CH:9]=2)[CH2:25][CH:24]1[CH2:29][C:30]1[C:38]2[C:33](=[CH:34][CH:35]=[CH:36][CH:37]=2)[NH:32][CH:31]=1)=[O:22])([CH3:19])([CH3:17])[CH3:18]. (5) Given the reactants [CH:1]1([N:5]2[CH2:31][CH2:30][C:8]3([CH2:13][CH2:12][N:11]([C:14]4[CH:29]=[CH:28][C:17]([C:18]([O:20]CC5C=CC=CC=5)=[O:19])=[CH:16][N:15]=4)[CH2:10][CH2:9]3)[CH2:7][CH2:6]2)[CH2:4][CH2:3][CH2:2]1, predict the reaction product. The product is: [CH:1]1([N:5]2[CH2:6][CH2:7][C:8]3([CH2:13][CH2:12][N:11]([C:14]4[CH:29]=[CH:28][C:17]([C:18]([OH:20])=[O:19])=[CH:16][N:15]=4)[CH2:10][CH2:9]3)[CH2:30][CH2:31]2)[CH2:2][CH2:3][CH2:4]1. (6) The product is: [Cl:21][C:18]1[CH:19]=[CH:20][C:15]([S:12]([NH:11][C:4]2[C:5]([C:8]([N:28]3[CH2:29][CH2:30][O:31][CH2:32][C@H:27]3[CH3:26])=[O:10])=[N:6][CH:7]=[C:2]([Cl:1])[CH:3]=2)(=[O:13])=[O:14])=[CH:16][C:17]=1[C:22]([F:25])([F:23])[F:24]. Given the reactants [Cl:1][C:2]1[CH:3]=[C:4]([NH:11][S:12]([C:15]2[CH:20]=[CH:19][C:18]([Cl:21])=[C:17]([C:22]([F:25])([F:24])[F:23])[CH:16]=2)(=[O:14])=[O:13])[C:5]([C:8]([OH:10])=O)=[N:6][CH:7]=1.[CH3:26][C@@H:27]1[CH2:32][O:31][CH2:30][CH2:29][NH:28]1.CCN(C(C)C)C(C)C.CN(C(ON1N=NC2C=CC=NC1=2)=[N+](C)C)C.F[P-](F)(F)(F)(F)F, predict the reaction product. (7) Given the reactants [CH3:1][C:2]1[CH:7]=[C:6]([CH3:8])[CH:5]=[CH:4][C:3]=1[C@@H:9]1[N:14]([C:15]([O:17][C:18]([CH3:21])([CH3:20])[CH3:19])=[O:16])[CH2:13][CH2:12][N:11]2[C:22](=[O:25])[CH2:23][CH2:24][C@@H:10]12.[Li+].C[Si]([N-][Si](C)(C)C)(C)C.CN1C(=O)N(C)[CH2:40][CH2:39][CH2:38]1.[CH2:45](Br)[CH:46]=[CH2:47], predict the reaction product. The product is: [CH2:38]([C:23]1([CH2:47][CH:46]=[CH2:45])[C:22](=[O:25])[N:11]2[CH2:12][CH2:13][N:14]([C:15]([O:17][C:18]([CH3:21])([CH3:20])[CH3:19])=[O:16])[C@@H:9]([C:3]3[CH:4]=[CH:5][C:6]([CH3:8])=[CH:7][C:2]=3[CH3:1])[C@@H:10]2[CH2:24]1)[CH:39]=[CH2:40]. (8) Given the reactants [CH3:1][O:2][C:3]1[CH:10]=[C:9]([N:11]2[CH:15]([CH3:16])[C:14](=[O:17])[C:13]([CH3:19])([CH3:18])[C:12]2=[O:20])[CH:8]=[CH:7][C:4]=1[C:5]#[N:6].C([BH-](C(CC)C)C(CC)C)(CC)C.[Li+].C1COCC1, predict the reaction product. The product is: [OH:17][C@H:14]1[C@@H:15]([CH3:16])[N:11]([C:9]2[CH:8]=[CH:7][C:4]([C:5]#[N:6])=[C:3]([O:2][CH3:1])[CH:10]=2)[C:12](=[O:20])[C:13]1([CH3:18])[CH3:19]. (9) The product is: [Cl:1][C:2]1[CH:18]=[CH:17][C:5]([CH2:6][NH:7][C:8]([C:10]2([C:13]([F:16])([F:15])[F:14])[CH2:12][CH2:11]2)=[O:9])=[CH:4][C:3]=1[NH:19][C:20]1[N:30]([CH3:31])[C:26]2[CH:25]=[C:24]([N:32]3[CH2:37][CH2:36][CH:35]([C:38]([F:40])([F:41])[F:39])[CH2:34][CH2:33]3)[C:23]([Cl:22])=[CH:29][C:27]=2[N:28]=1. Given the reactants [Cl:1][C:2]1[CH:18]=[CH:17][C:5]([CH2:6][NH:7][C:8]([C:10]2([C:13]([F:16])([F:15])[F:14])[CH2:12][CH2:11]2)=[O:9])=[CH:4][C:3]=1[N:19]=[C:20]=S.[Cl:22][C:23]1[C:24]([N:32]2[CH2:37][CH2:36][CH:35]([C:38]([F:41])([F:40])[F:39])[CH2:34][CH2:33]2)=[CH:25][C:26]([NH:30][CH3:31])=[C:27]([CH:29]=1)[NH2:28].C(Cl)CCl, predict the reaction product. (10) Given the reactants Br[C:2]1[C:10]2[C:9]([NH:11][C@H:12]([C:14]3[N:19]([C:20]4[CH:25]=[CH:24][CH:23]=[CH:22][CH:21]=4)[C:18](=[O:26])[C:17]4=[C:27]([CH3:30])[CH:28]=[CH:29][N:16]4[N:15]=3)[CH3:13])=[N:8][CH:7]=[N:6][C:5]=2[N:4]([CH2:31][O:32][CH2:33][CH2:34][Si:35]([CH3:38])([CH3:37])[CH3:36])[CH:3]=1.[CH3:39][C:40]1[O:41][C:42](B2OC(C)(C)C(C)(C)O2)=[CH:43][N:44]=1.C(=O)([O-])[O-].[Na+].[Na+].C(=O)([O-])[O-].[K+].[K+], predict the reaction product. The product is: [CH3:30][C:27]1[CH:28]=[CH:29][N:16]2[C:17]=1[C:18](=[O:26])[N:19]([C:20]1[CH:21]=[CH:22][CH:23]=[CH:24][CH:25]=1)[C:14]([C@@H:12]([NH:11][C:9]1[C:10]3[C:2]([C:42]4[O:41][C:40]([CH3:39])=[N:44][CH:43]=4)=[CH:3][N:4]([CH2:31][O:32][CH2:33][CH2:34][Si:35]([CH3:36])([CH3:37])[CH3:38])[C:5]=3[N:6]=[CH:7][N:8]=1)[CH3:13])=[N:15]2.